This data is from NCI-60 drug combinations with 297,098 pairs across 59 cell lines. The task is: Regression. Given two drug SMILES strings and cell line genomic features, predict the synergy score measuring deviation from expected non-interaction effect. (1) Drug 1: C1=NNC2=C1C(=O)NC=N2. Drug 2: CC1CCCC2(C(O2)CC(NC(=O)CC(C(C(=O)C(C1O)C)(C)C)O)C(=CC3=CSC(=N3)C)C)C. Cell line: UACC-257. Synergy scores: CSS=22.0, Synergy_ZIP=1.63, Synergy_Bliss=1.52, Synergy_Loewe=-15.9, Synergy_HSA=-0.518. (2) Drug 1: CC1=C2C(C(=O)C3(C(CC4C(C3C(C(C2(C)C)(CC1OC(=O)C(C(C5=CC=CC=C5)NC(=O)OC(C)(C)C)O)O)OC(=O)C6=CC=CC=C6)(CO4)OC(=O)C)O)C)O. Drug 2: N.N.Cl[Pt+2]Cl. Cell line: MCF7. Synergy scores: CSS=28.1, Synergy_ZIP=-7.39, Synergy_Bliss=1.26, Synergy_Loewe=2.37, Synergy_HSA=2.51.